The task is: Predict the reaction yield, written as a fraction of the theoretical maximum amount of product (1.0 means a 100% yield; for example, 0.34 means a 34% yield).. This data is from Reaction yield outcomes from USPTO patents with 853,638 reactions. (1) The reactants are Cl[C:2]1[N:7]=[N:6][C:5]([NH2:8])=[CH:4][CH:3]=1.[C:9]([N:16]1[CH2:21][CH2:20][NH:19][CH2:18][CH2:17]1)([O:11][C:12]([CH3:15])([CH3:14])[CH3:13])=[O:10]. No catalyst specified. The product is [NH2:8][C:5]1[N:6]=[N:7][C:2]([N:19]2[CH2:18][CH2:17][N:16]([C:9]([O:11][C:12]([CH3:15])([CH3:14])[CH3:13])=[O:10])[CH2:21][CH2:20]2)=[CH:3][CH:4]=1. The yield is 0.600. (2) The reactants are CS([O:5][CH2:6][CH:7]1[C:12](O)([C:13]2[CH:18]=[CH:17][CH:16]=[CH:15][CH:14]=2)[CH2:11][CH2:10][N:9]([C:20](=[O:32])[C:21]2[CH:26]=[CH:25][C:24]([O:27][CH:28]([CH3:30])[CH3:29])=[C:23]([CH3:31])[CH:22]=2)[CH2:8]1)(=O)=O.[H-].[Na+]. The catalyst is C1COCC1. The product is [CH:28]([O:27][C:24]1[CH:25]=[CH:26][C:21]([C:20]([N:9]2[CH2:10][CH2:11][C:12]3([C:13]4[CH:18]=[CH:17][CH:16]=[CH:15][CH:14]=4)[CH:7]([CH2:6][O:5]3)[CH2:8]2)=[O:32])=[CH:22][C:23]=1[CH3:31])([CH3:29])[CH3:30]. The yield is 0.180.